Dataset: Catalyst prediction with 721,799 reactions and 888 catalyst types from USPTO. Task: Predict which catalyst facilitates the given reaction. (1) Reactant: Br[C:2]1[CH:7]=[CH:6][C:5]([N:8]2[C:12](=[O:13])[NH:11][N:10]=[C:9]2[CH2:14][C@@H:15]2[CH2:19][CH2:18][N:17]([C:20]([CH:22]3[CH2:24][CH2:23]3)=[O:21])[CH2:16]2)=[C:4]([F:25])[CH:3]=1.C([O-])(=O)C.[K+].B1(B2OC(C)(C)C(C)(C)O2)OC(C)(C)C(C)(C)O1.Br[C:50]1[CH:59]=[C:58]2[C:53]([CH:54]=[C:55]([CH3:60])[CH:56]=[N:57]2)=[CH:52][CH:51]=1.C(=O)([O-])[O-].[K+].[K+]. Product: [CH:22]1([C:20]([N:17]2[CH2:18][CH2:19][C@@H:15]([CH2:14][C:9]3[N:8]([C:5]4[CH:6]=[CH:7][C:2]([C:50]5[CH:59]=[C:58]6[C:53]([CH:54]=[C:55]([CH3:60])[CH:56]=[N:57]6)=[CH:52][CH:51]=5)=[CH:3][C:4]=4[F:25])[C:12](=[O:13])[NH:11][N:10]=3)[CH2:16]2)=[O:21])[CH2:24][CH2:23]1. The catalyst class is: 819. (2) Reactant: [Cl:1][C:2]1[N:3]=[C:4]([N:22]2[CH2:27][CH2:26][O:25][CH2:24][CH2:23]2)[C:5]2[S:10][C:9]([CH2:11]N3CCN(S(C)(=O)=O)CC3)=[CH:8][C:6]=2[N:7]=1.ClC1N=C(N2CC[O:41]CC2)C2SC=CC=2N=1.[Li]CCCC. Product: [Cl:1][C:2]1[N:3]=[C:4]([N:22]2[CH2:27][CH2:26][O:25][CH2:24][CH2:23]2)[C:5]2[S:10][C:9]([CH:11]=[O:41])=[CH:8][C:6]=2[N:7]=1. The catalyst class is: 1. (3) Reactant: [NH2:1][C:2]1[N:7]=[C:6]([C:8]2[O:9][CH:10]=[CH:11][CH:12]=2)[C:5]([C:13]#[N:14])=[C:4](S(C)=O)[N:3]=1.[CH3:18][O:19][C:20]1[CH:21]=[C:22]([CH:25]=[CH:26][CH:27]=1)[CH2:23][NH2:24]. Product: [NH2:1][C:2]1[N:7]=[C:6]([C:8]2[O:9][CH:10]=[CH:11][CH:12]=2)[C:5]([C:13]#[N:14])=[C:4]([NH:24][CH2:23][C:22]2[CH:25]=[CH:26][CH:27]=[C:20]([O:19][CH3:18])[CH:21]=2)[N:3]=1. The catalyst class is: 57. (4) Reactant: [O:1]1[C:5]2[CH:6]=[CH:7][C:8]([C:10]3[S:11][CH:12]=[C:13]([C:15]([NH:17][C:18]4[S:19][C:20]5[CH:26]=[C:25]([C:27]([OH:29])=O)[CH:24]=[CH:23][C:21]=5[N:22]=4)=[O:16])[N:14]=3)=[CH:9][C:4]=2[CH2:3][CH2:2]1.CN(C(ON1N=NC2C=CC=CC1=2)=[N+](C)C)C.F[P-](F)(F)(F)(F)F.[NH:54]1[CH2:59][CH2:58][O:57][CH2:56][CH2:55]1. Product: [O:1]1[C:5]2[CH:6]=[CH:7][C:8]([C:10]3[S:11][CH:12]=[C:13]([C:15]([NH:17][C:18]4[S:19][C:20]5[CH:26]=[C:25]([C:27]([N:54]6[CH2:59][CH2:58][O:57][CH2:56][CH2:55]6)=[O:29])[CH:24]=[CH:23][C:21]=5[N:22]=4)=[O:16])[N:14]=3)=[CH:9][C:4]=2[CH2:3][CH2:2]1. The catalyst class is: 12. (5) Product: [CH:1]1([N:5]2[CH2:11][CH2:10][C:9]3[S:12][C:13]([CH:15]4[CH2:16][CH2:17][N:18]([C:21]5[CH:22]=[CH:23][C:24]([C:27]([NH2:31])=[O:28])=[N:25][CH:26]=5)[CH2:19][CH2:20]4)=[N:14][C:8]=3[CH2:7][CH2:6]2)[CH2:2][CH2:3][CH2:4]1. Reactant: [CH:1]1([N:5]2[CH2:11][CH2:10][C:9]3[S:12][C:13]([CH:15]4[CH2:20][CH2:19][N:18]([C:21]5[CH:22]=[CH:23][C:24]([C:27](O)=[O:28])=[N:25][CH:26]=5)[CH2:17][CH2:16]4)=[N:14][C:8]=3[CH2:7][CH2:6]2)[CH2:4][CH2:3][CH2:2]1.O[N:31]1C2C=CC=CC=2N=N1.N. The catalyst class is: 405.